Dataset: Reaction yield outcomes from USPTO patents with 853,638 reactions. Task: Predict the reaction yield, written as a fraction of the theoretical maximum amount of product (1.0 means a 100% yield; for example, 0.34 means a 34% yield). The reactants are [Cl:1][C:2]1[C:11]([F:12])=[CH:10][C:5]([C:6]([O:8][CH3:9])=[O:7])=[C:4](F)[CH:3]=1.[O-:14][CH2:15][CH3:16].[Na+].[CH3:18]N(C)C=O. No catalyst specified. The product is [Cl:1][C:2]1[C:11]([F:12])=[CH:10][C:5]([C:6]([O:8][CH2:9][CH3:18])=[O:7])=[C:4]([O:14][CH2:15][CH3:16])[CH:3]=1.[Cl:1][C:2]1[C:11]([F:12])=[CH:10][C:5]([C:6]([O:8][CH3:9])=[O:7])=[C:4]([O:14][CH2:15][CH3:16])[CH:3]=1. The yield is 0.480.